Dataset: Forward reaction prediction with 1.9M reactions from USPTO patents (1976-2016). Task: Predict the product of the given reaction. (1) The product is: [CH:1]1[C:6]2[S:7][CH2:8][CH2:9][CH2:10][O:11][C:5]=2[C:4]([C:12]([NH2:21])=[O:14])=[CH:3][CH:2]=1. Given the reactants [CH:1]1[C:6]2[S:7][CH2:8][CH2:9][CH2:10][O:11][C:5]=2[C:4]([C:12]([OH:14])=O)=[CH:3][CH:2]=1.C1C=CC2N(O)N=[N:21]C=2C=1.CCN=C=NCCCN(C)C.Cl.N, predict the reaction product. (2) Given the reactants [CH3:1][O:2][C:3]([C:5]1[C:6]([CH2:14][C:15]2[CH:20]=[CH:19][CH:18]=[C:17]([F:21])[C:16]=2[CH3:22])=[CH:7][N:8]2[C:13]=1[CH:12]=[CH:11][CH:10]=[CH:9]2)=[O:4].I[C:24]1[CH:29]=[CH:28][CH:27]=[CH:26][CH:25]=1.C([O-])(=O)C.[K+].O, predict the reaction product. The product is: [CH3:1][O:2][C:3]([C:5]1[C:6]([CH2:14][C:15]2[CH:20]=[CH:19][CH:18]=[C:17]([F:21])[C:16]=2[CH3:22])=[C:7]([C:24]2[CH:29]=[CH:28][CH:27]=[CH:26][CH:25]=2)[N:8]2[C:13]=1[CH:12]=[CH:11][CH:10]=[CH:9]2)=[O:4]. (3) Given the reactants Cl.[NH2:2][C:3]1([CH2:8]Cl)[CH2:7][CH2:6][CH2:5][CH2:4]1.[C:10]([C:12]1[CH:17]=[CH:16][C:15]([N:18]=[C:19]=[S:20])=[CH:14][CH:13]=1)#[N:11], predict the reaction product. The product is: [C:10]([C:12]1[CH:13]=[CH:14][C:15]([N:18]=[C:19]2[S:20][CH2:8][C:3]3([CH2:7][CH2:6][CH2:5][CH2:4]3)[NH:2]2)=[CH:16][CH:17]=1)#[N:11]. (4) Given the reactants O.C1(P(C2CCCCC2)C2C=CC=CC=2C2C(OC)=CC=C(S([O-])(=O)=O)C=2OC)CCCCC1.[Na+].[F:36][C:37]1[CH:42]=[CH:41][C:40]([C:43]2[CH:44]=[C:45]([C:59]([OH:61])=[O:60])[C:46]3[C:51](I)=[N:50][N:49]([CH:53]4[CH2:58][CH2:57][CH2:56][CH2:55][O:54]4)[C:47]=3[N:48]=2)=[CH:39][C:38]=1[C:62]([O:64][CH3:65])=[O:63].CC1(C)C(C)(C)OB([C:74]2[CH:75]=[C:76]([CH:87]=[CH:88][CH:89]=2)[C:77]([O:79][CH2:80][C:81]2[CH:86]=[CH:85][CH:84]=[CH:83][CH:82]=2)=[O:78])O1.C(=O)([O-])[O-].[K+].[K+].C([O-])(O)=O.[Na+], predict the reaction product. The product is: [CH2:80]([O:79][C:77]([C:76]1[CH:75]=[C:74]([C:51]2[C:46]3[C:45]([C:59]([OH:61])=[O:60])=[CH:44][C:43]([C:40]4[CH:41]=[CH:42][C:37]([F:36])=[C:38]([C:62]([O:64][CH3:65])=[O:63])[CH:39]=4)=[N:48][C:47]=3[N:49]([CH:53]3[CH2:58][CH2:57][CH2:56][CH2:55][O:54]3)[N:50]=2)[CH:89]=[CH:88][CH:87]=1)=[O:78])[C:81]1[CH:82]=[CH:83][CH:84]=[CH:85][CH:86]=1.